This data is from Full USPTO retrosynthesis dataset with 1.9M reactions from patents (1976-2016). The task is: Predict the reactants needed to synthesize the given product. (1) Given the product [CH3:26][O:27][N:28]=[C:7]([C:6]1[CH:23]=[CH:24][C:3]([O:2][CH3:1])=[CH:4][CH:5]=1)[C:9]1[CH:10]=[CH:11][C:12]([NH:15][C:16](=[O:22])[O:17][C:18]([CH3:21])([CH3:20])[CH3:19])=[N:13][CH:14]=1, predict the reactants needed to synthesize it. The reactants are: [CH3:1][O:2][C:3]1[CH:24]=[CH:23][C:6]([C:7]([C:9]2[CH:10]=[CH:11][C:12]([NH:15][C:16](=[O:22])[O:17][C:18]([CH3:21])([CH3:20])[CH3:19])=[N:13][CH:14]=2)=O)=[CH:5][CH:4]=1.Cl.[CH3:26][O:27][NH2:28].CC([O-])=O.[Na+].O.[OH-].[Na+]. (2) Given the product [F:5][C:6]([F:15])([F:14])[C:7]1[N:8]=[CH:9][C:10](=[O:2])[NH:11][CH:12]=1, predict the reactants needed to synthesize it. The reactants are: N([O-])=[O:2].[Na+].[F:5][C:6]([F:15])([F:14])[C:7]1[N:8]=[CH:9][C:10](N)=[N:11][CH:12]=1. (3) Given the product [CH:12]1([S:48]([C:9]2[C:10]3[C:5](=[CH:4][CH:3]=[CH:2][CH:1]=3)[CH:6]=[CH:7][CH:8]=2)(=[O:50])=[O:47])[CH2:15][CH2:14][CH2:13]1, predict the reactants needed to synthesize it. The reactants are: [C:1]1(S)[C:10]2[C:5](=[CH:6][CH:7]=[CH:8][CH:9]=2)[CH:4]=[CH:3][CH:2]=1.[CH:12]1(Br)[CH2:15][CH2:14][CH2:13]1.C(=O)([O-])[O-].[K+].[K+].C(=O)(O)[O-].[K+].C1OCCOCCOCCOCCOCCOC1.O[O:47][S:48]([O-:50])=O.[K+].